Dataset: Forward reaction prediction with 1.9M reactions from USPTO patents (1976-2016). Task: Predict the product of the given reaction. (1) Given the reactants [CH3:1][O:2][C:3]1[C:11]2[S:10][CH:9]=[CH:8][C:7]=2[CH:6]=[CH:5][CH:4]=1.C([Li])CCC.[I:17]I, predict the reaction product. The product is: [I:17][C:9]1[S:10][C:11]2[C:3]([O:2][CH3:1])=[CH:4][CH:5]=[CH:6][C:7]=2[CH:8]=1. (2) Given the reactants [CH3:1][C:2]1[CH:7]=[CH:6][CH:5]=[C:4]([CH3:8])[C:3]=1[C:9]1[CH:14]=[CH:13][CH:12]=[C:11]([N+:15]([O-])=O)[CH:10]=1.[H][H], predict the reaction product. The product is: [CH3:8][C:4]1[CH:5]=[CH:6][CH:7]=[C:2]([CH3:1])[C:3]=1[C:9]1[CH:10]=[C:11]([CH:12]=[CH:13][CH:14]=1)[NH2:15]. (3) Given the reactants [F:1][CH:2]([F:31])[C:3]1[N:8]2[N:9]=[CH:10][C:11]([C:12]([OH:14])=O)=[C:7]2[N:6]=[C:5]([C:15]2[CH:20]=[CH:19][C:18]([C:21]([F:24])([F:23])[F:22])=[C:17]([O:25][CH2:26][C:27]([F:30])([F:29])[F:28])[CH:16]=2)[CH:4]=1.[S:32]([C:36]1[CH:37]=[C:38]([NH2:42])[CH:39]=[CH:40][CH:41]=1)(=[O:35])(=[O:34])[NH2:33], predict the reaction product. The product is: [S:32]([C:36]1[CH:37]=[C:38]([NH:42][C:12]([C:11]2[CH:10]=[N:9][N:8]3[C:3]([CH:2]([F:1])[F:31])=[CH:4][C:5]([C:15]4[CH:20]=[CH:19][C:18]([C:21]([F:23])([F:24])[F:22])=[C:17]([O:25][CH2:26][C:27]([F:28])([F:30])[F:29])[CH:16]=4)=[N:6][C:7]=23)=[O:14])[CH:39]=[CH:40][CH:41]=1)(=[O:34])(=[O:35])[NH2:33]. (4) Given the reactants [NH:1]1[CH2:6][CH2:5][CH:4]([NH:7][C:8](=[O:14])[O:9][C:10]([CH3:13])([CH3:12])[CH3:11])[CH2:3][CH2:2]1.[O:15]1[CH2:20][CH2:19][C:18](=O)[CH2:17][CH2:16]1.C(O[BH-](OC(=O)C)OC(=O)C)(=O)C.[Na+], predict the reaction product. The product is: [O:15]1[CH2:20][CH2:19][CH:18]([N:1]2[CH2:2][CH2:3][CH:4]([NH:7][C:8](=[O:14])[O:9][C:10]([CH3:11])([CH3:13])[CH3:12])[CH2:5][CH2:6]2)[CH2:17][CH2:16]1. (5) Given the reactants CC(OI1(OC(C)=O)(OC(C)=O)OC(=O)C2C1=CC=CC=2)=O.[CH3:23][S:24]([O:27][CH:28]([CH2:38][CH2:39][CH2:40][OH:41])[CH2:29][O:30][CH2:31][C:32]1[CH:37]=[CH:36][CH:35]=[CH:34][CH:33]=1)(=[O:26])=[O:25].C(OCC)(=O)C.C(=O)([O-])O.[Na+], predict the reaction product. The product is: [CH3:23][S:24]([O:27][CH:28]([CH2:38][CH2:39][CH:40]=[O:41])[CH2:29][O:30][CH2:31][C:32]1[CH:33]=[CH:34][CH:35]=[CH:36][CH:37]=1)(=[O:26])=[O:25]. (6) Given the reactants Cl[C:2]1[N:7]=[C:6]([C:8]2[CH:13]=[CH:12][CH:11]=[C:10]([N+:14]([O-:16])=[O:15])[CH:9]=2)[CH:5]=[CH:4][N:3]=1.[CH3:17][O:18][C:19]1[CH:20]=[C:21]([CH2:27][CH2:28][NH2:29])[CH:22]=[CH:23][C:24]=1[O:25][CH3:26].C(N(C(C)C)C(C)C)C, predict the reaction product. The product is: [N+:14]([C:10]1[CH:9]=[C:8]([C:6]2[CH:5]=[CH:4][N:3]=[C:2]([NH:29][CH2:28][CH2:27][C:21]3[CH:22]=[CH:23][C:24]([O:25][CH3:26])=[C:19]([O:18][CH3:17])[CH:20]=3)[N:7]=2)[CH:13]=[CH:12][CH:11]=1)([O-:16])=[O:15].